This data is from Full USPTO retrosynthesis dataset with 1.9M reactions from patents (1976-2016). The task is: Predict the reactants needed to synthesize the given product. (1) Given the product [Cl:1][C:2]1[CH:7]=[C:6]([C:8]([C:10]2[C:14]3[CH:15]=[N:16][CH:17]=[CH:18][C:13]=3[N:12]([CH:26]([CH3:28])[CH3:27])[CH:11]=2)=[O:9])[CH:5]=[CH:4][N:3]=1, predict the reactants needed to synthesize it. The reactants are: [Cl:1][C:2]1[CH:7]=[C:6]([C:8]([C:10]2[C:14]3[CH:15]=[N:16][CH:17]=[CH:18][C:13]=3[NH:12][CH:11]=2)=[O:9])[CH:5]=[CH:4][N:3]=1.C([O-])([O-])=O.[Cs+].[Cs+].I[CH:26]([CH3:28])[CH3:27]. (2) Given the product [C:1]([O:5][C:6]([N:8]1[CH2:12][CH2:11][CH2:10][CH:9]1[C:13]1[NH:14][C:15]([C:18]2[CH:27]=[CH:26][C:25]3[C:20](=[CH:21][CH:22]=[C:23]([C:53]4[CH:52]=[CH:51][C:50]([C:47]5[NH:46][C:45]([CH:44]6[CH:43]7[CH2:65][CH:40]([CH2:41][CH2:42]7)[N:39]6[C:37](=[O:38])[CH:33]([NH:32][C:31]([O:30][CH3:29])=[O:66])[CH:34]([CH3:36])[CH3:35])=[N:49][CH:48]=5)=[CH:55][CH:54]=4)[CH:24]=3)[CH:19]=2)=[CH:16][N:17]=1)=[O:7])([CH3:4])([CH3:3])[CH3:2], predict the reactants needed to synthesize it. The reactants are: [C:1]([O:5][C:6]([N:8]1[CH2:12][CH2:11][CH2:10][CH:9]1[C:13]1[NH:14][C:15]([C:18]2[CH:27]=[CH:26][C:25]3[C:20](=[CH:21][CH:22]=[C:23](Br)[CH:24]=3)[CH:19]=2)=[CH:16][N:17]=1)=[O:7])([CH3:4])([CH3:3])[CH3:2].[CH3:29][O:30][C:31](=[O:66])[NH:32][CH:33]([C:37]([N:39]1[CH:44]([C:45]2[NH:46][C:47]([C:50]3[CH:55]=[CH:54][C:53](B4OC(C)(C)C(C)(C)O4)=[CH:52][CH:51]=3)=[CH:48][N:49]=2)[CH:43]2[CH2:65][CH:40]1[CH2:41][CH2:42]2)=[O:38])[CH:34]([CH3:36])[CH3:35]. (3) Given the product [ClH:8].[C:1]([O:4][CH2:5][C:6]1[N:10]=[C:11]([NH2:13])[S:12][CH:7]=1)(=[O:3])[CH3:2], predict the reactants needed to synthesize it. The reactants are: [C:1]([O:4][CH2:5][C:6](=O)[CH2:7][Cl:8])(=[O:3])[CH3:2].[NH2:10][C:11]([NH2:13])=[S:12]. (4) Given the product [CH2:31]([O:30][C:14]1[CH:15]=[C:16]([O:22][CH2:23][C:24]2[CH:29]=[CH:28][CH:27]=[CH:26][CH:25]=2)[C:17]([C:18]([N:43]2[CH2:42][C:41]3[C:45](=[CH:46][CH:47]=[C:39]([Br:38])[CH:40]=3)[CH2:44]2)=[O:19])=[CH:21][C:13]=1[C:11]([N:6]([CH2:7][CH2:8][CH2:9][CH3:10])[CH3:5])=[O:12])[C:32]1[CH:37]=[CH:36][CH:35]=[CH:34][CH:33]=1, predict the reactants needed to synthesize it. The reactants are: S(Cl)(Cl)=O.[CH3:5][N:6]([C:11]([C:13]1[C:14]([O:30][CH2:31][C:32]2[CH:37]=[CH:36][CH:35]=[CH:34][CH:33]=2)=[CH:15][C:16]([O:22][CH2:23][C:24]2[CH:29]=[CH:28][CH:27]=[CH:26][CH:25]=2)=[C:17]([CH:21]=1)[C:18](O)=[O:19])=[O:12])[CH2:7][CH2:8][CH2:9][CH3:10].[Br:38][C:39]1[CH:40]=[C:41]2[C:45](=[CH:46][CH:47]=1)[CH2:44][NH:43][CH2:42]2.C(N(C(C)C)C(C)C)C. (5) Given the product [Cl:1][C:2]1[N:11]=[C:10]([N:12]2[CH2:19][CH:18]3[CH:14]([NH:15][CH2:16][CH2:17]3)[CH2:13]2)[C:9]2[C:4](=[N:5][CH:6]=[CH:7][N:8]=2)[CH:3]=1, predict the reactants needed to synthesize it. The reactants are: [Cl:1][C:2]1[N:11]=[C:10]([N:12]2[CH2:19][CH:18]3[CH:14]([N:15](C(OCC4C5C=CC=CC=5C5C4=CC=CC=5)=O)[CH2:16][CH2:17]3)[CH2:13]2)[C:9]2[C:4](=[N:5][CH:6]=[CH:7][N:8]=2)[CH:3]=1.N1CCCCC1. (6) The reactants are: [CH3:1][C:2]1[N:10]([CH2:11][C:12]2[CH:17]=[CH:16][C:15]([N+:18]([O-])=O)=[CH:14][CH:13]=2)[C:5]2=[N:6][CH:7]=[CH:8][CH:9]=[C:4]2[C:3]=1[CH2:21][C:22]([OH:24])=[O:23].[OH-].[Na+]. Given the product [NH2:18][C:15]1[CH:14]=[CH:13][C:12]([CH2:11][N:10]2[C:5]3=[N:6][CH:7]=[CH:8][CH:9]=[C:4]3[C:3]([CH2:21][C:22]([OH:24])=[O:23])=[C:2]2[CH3:1])=[CH:17][CH:16]=1, predict the reactants needed to synthesize it. (7) Given the product [C:8]([C:7]1[C@H:6]([C:10]2[CH:11]=[C:12]3[C:16](=[CH:17][CH:18]=2)[NH:15][N:14]=[C:13]3[CH3:19])[C:5]([C:20]#[N:21])=[C:4]([C:22]([F:23])([F:25])[F:24])[N-:3][C:2]=1[CH3:1])#[N:9].[OH:30][CH2:31][CH2:32][N+:33]([CH3:36])([CH3:35])[CH3:34], predict the reactants needed to synthesize it. The reactants are: [CH3:1][C:2]1[NH:3][C:4]([C:22]([F:25])([F:24])[F:23])=[C:5]([C:20]#[N:21])[C@@H:6]([C:10]2[CH:11]=[C:12]3[C:16](=[CH:17][CH:18]=2)[NH:15][N:14]=[C:13]3[CH3:19])[C:7]=1[C:8]#[N:9].C(=O)([O-])O.[OH:30][CH2:31][CH2:32][N+:33]([CH3:36])([CH3:35])[CH3:34]. (8) Given the product [CH3:6][O:7][C:8]1[CH:9]=[CH:10][C:11]([C:14]([F:15])([F:16])[F:17])=[CH:12][C:13]=1[S:1]([Cl:5])(=[O:3])=[O:2], predict the reactants needed to synthesize it. The reactants are: [S:1]([Cl:5])(=O)(=[O:3])[OH:2].[CH3:6][O:7][C:8]1[CH:13]=[CH:12][C:11]([C:14]([F:17])([F:16])[F:15])=[CH:10][CH:9]=1.